From a dataset of Full USPTO retrosynthesis dataset with 1.9M reactions from patents (1976-2016). Predict the reactants needed to synthesize the given product. (1) Given the product [C:1]([O:5][C:6]([NH:8][C:9]1[CH:10]=[CH:11][CH:12]=[CH:13][C:14]=1[CH2:26][CH2:25][OH:27])=[O:7])([CH3:2])([CH3:3])[CH3:4], predict the reactants needed to synthesize it. The reactants are: [C:1]([O:5][C:6]([NH:8][C:9]1[CH:14]=[CH:13][C:12](CC(O)=O)=[CH:11][CH:10]=1)=[O:7])([CH3:4])([CH3:3])[CH3:2].[H-].[H-].[H-].[H-].[Li+].[Al+3].[C:25](OCC)(=[O:27])[CH3:26]. (2) The reactants are: C([O-])(=O)C.[NH4+:5].[Br:6][C:7]1[CH:12]=[CH:11][C:10]([C:13](=O)[CH2:14][NH:15][C:16]([C@:18]2([CH3:40])[CH2:22][CH2:21][CH2:20][N:19]2[C:23]([O:25][CH2:26][CH:27]2[C:39]3[CH:38]=[CH:37][CH:36]=[CH:35][C:34]=3[C:33]3[C:28]2=[CH:29][CH:30]=[CH:31][CH:32]=3)=[O:24])=O)=[CH:9][CH:8]=1. Given the product [Br:6][C:7]1[CH:8]=[CH:9][C:10]([C:13]2[NH:5][C:16]([C@:18]3([CH3:40])[CH2:22][CH2:21][CH2:20][N:19]3[C:23]([O:25][CH2:26][CH:27]3[C:28]4[CH:29]=[CH:30][CH:31]=[CH:32][C:33]=4[C:34]4[C:39]3=[CH:38][CH:37]=[CH:36][CH:35]=4)=[O:24])=[N:15][CH:14]=2)=[CH:11][CH:12]=1, predict the reactants needed to synthesize it. (3) Given the product [CH2:1]([O:5][CH2:6][CH2:7][O:8][C:9]1[CH:14]=[CH:13][C:12]([C:15]2[CH:16]=[CH:17][C:18]3[NH:25][CH2:24][CH2:23][CH2:22][C:21]([C:28]([NH:30][C:31]4[CH:32]=[CH:33][C:34]([S:37]([CH2:39][C:40]5[N:44]([CH2:45][CH2:46][CH3:47])[CH:43]=[N:42][CH:41]=5)=[O:38])=[CH:35][CH:36]=4)=[O:29])=[CH:20][C:19]=3[CH:48]=2)=[CH:11][CH:10]=1)[CH2:2][CH2:3][CH3:4], predict the reactants needed to synthesize it. The reactants are: [CH2:1]([O:5][CH2:6][CH2:7][O:8][C:9]1[CH:14]=[CH:13][C:12]([C:15]2[CH:16]=[CH:17][C:18]3[N:25](C=O)[CH2:24][CH2:23][CH2:22][C:21]([C:28]([NH:30][C:31]4[CH:36]=[CH:35][C:34]([S:37]([CH2:39][C:40]5[N:44]([CH2:45][CH2:46][CH3:47])[CH:43]=[N:42][CH:41]=5)=[O:38])=[CH:33][CH:32]=4)=[O:29])=[CH:20][C:19]=3[CH:48]=2)=[CH:11][CH:10]=1)[CH2:2][CH2:3][CH3:4].Cl.C(=O)([O-])[O-].[K+].[K+]. (4) Given the product [F:1][CH:2]([F:5])[CH2:3][N:42]1[CH2:43][CH2:44][C:24]2[N:23]([CH2:20][CH2:21][CH3:22])[C:31]3[CH:30]=[CH:29][C:28]([C:32]([N:34]4[CH2:39][CH2:38][CH:37]([CH3:40])[CH2:36][CH2:35]4)=[O:33])=[CH:27][C:26]=3[C:25]=2[CH2:41]1, predict the reactants needed to synthesize it. The reactants are: [F:1][CH:2]([F:5])[CH2:3]I.OC(C(F)(F)F)=O.OC(C(F)(F)F)=O.[CH2:20]([N:23]1[C:31]2[CH:30]=[CH:29][C:28]([C:32]([N:34]3[CH2:39][CH2:38][CH:37]([CH3:40])[CH2:36][CH2:35]3)=[O:33])=[CH:27][C:26]=2[C:25]2[CH2:41][NH:42][CH2:43][CH2:44][C:24]1=2)[CH2:21][CH3:22].C([O-])([O-])=O.[Cs+].[Cs+].